The task is: Predict which catalyst facilitates the given reaction.. This data is from Catalyst prediction with 721,799 reactions and 888 catalyst types from USPTO. (1) Reactant: [H-].[Na+].[NH2:3][C:4]1[C:9]([CH3:10])=[CH:8][C:7]([OH:11])=[C:6]([CH3:12])[CH:5]=1.Cl[C:14]1[S:15][C:16]([Cl:20])=[C:17]([Cl:19])[N:18]=1.CO. Product: [Cl:19][C:17]1[N:18]=[C:14]([O:11][C:7]2[C:6]([CH3:12])=[CH:5][C:4]([NH2:3])=[C:9]([CH3:10])[CH:8]=2)[S:15][C:16]=1[Cl:20]. The catalyst class is: 288. (2) Reactant: [C:1]([N:9]1[CH2:18][CH2:17][C:12]2(OCC[O:13]2)[CH2:11][CH2:10]1)(=[O:8])[C:2]1[CH:7]=[CH:6][N:5]=[CH:4][CH:3]=1.C(=O)([O-])[O-].[Na+].[Na+]. Product: [C:1]([N:9]1[CH2:18][CH2:17][C:12](=[O:13])[CH2:11][CH2:10]1)(=[O:8])[C:2]1[CH:7]=[CH:6][N:5]=[CH:4][CH:3]=1. The catalyst class is: 33. (3) Reactant: Cl[C:2]1[C:3]2[N:10]([CH3:11])[CH:9]=[CH:8][C:4]=2[N:5]=[CH:6][N:7]=1.[NH2:12][C:13]1[CH:22]=[CH:21][C:20]([OH:23])=[C:19]2[C:14]=1[CH:15]=[CH:16][CH:17]=[N:18]2.C(=O)([O-])[O-].[K+].[K+]. Product: [CH3:11][N:10]1[C:3]2[C:2]([O:23][C:20]3[C:19]4[N:18]=[CH:17][CH:16]=[CH:15][C:14]=4[C:13]([NH2:12])=[CH:22][CH:21]=3)=[N:7][CH:6]=[N:5][C:4]=2[CH:8]=[CH:9]1. The catalyst class is: 60. (4) The catalyst class is: 2. Product: [F:10][C:7]([F:8])([F:9])[C:6]([NH:22][CH2:14][CH2:15][C:16]1[CH:21]=[CH:20][CH:19]=[CH:18][CH:17]=1)=[O:11]. Reactant: [F:8][C:7]([F:10])([F:9])[C:6](O[C:6](=[O:11])[C:7]([F:10])([F:9])[F:8])=[O:11].[CH2:14]([NH2:22])[CH2:15][C:16]1[CH:21]=[CH:20][CH:19]=[CH:18][CH:17]=1.C(N(CC)CC)C. (5) Reactant: [Mg].[CH2:2](Br)[CH:3]([CH3:5])[CH3:4].[N:7]1([C:13]2[CH:20]=[CH:19][CH:18]=[CH:17][C:14]=2[CH:15]=[O:16])[CH2:12][CH2:11][CH2:10][CH2:9][CH2:8]1. Product: [CH3:4][CH:3]([CH3:5])[CH2:2][CH:15]([OH:16])[C:14]1[CH:17]=[CH:18][CH:19]=[CH:20][C:13]=1[N:7]1[CH2:12][CH2:11][CH2:10][CH2:9][CH2:8]1. The catalyst class is: 28. (6) Reactant: [Cl:1][C:2]1[C:7]([NH:8][C:9]2[C:18]3[C:13](=[CH:14][C:15](F)=[CH:16][C:17]=3[O:19][CH:20]3[CH2:25][CH2:24][O:23][CH2:22][CH2:21]3)[N:12]=[CH:11][N:10]=2)=[C:6]2[O:27][CH2:28][O:29][C:5]2=[CH:4][CH:3]=1.[OH-].[K+].[OH:32][CH2:33][CH2:34][N:35]1[CH2:40][CH2:39][N:38]([CH3:41])[CH2:37][CH2:36]1.Cl. Product: [Cl:1][C:2]1[C:7]([NH:8][C:9]2[C:18]3[C:13](=[CH:14][C:15]([O:32][CH2:33][CH2:34][N:35]4[CH2:40][CH2:39][N:38]([CH3:41])[CH2:37][CH2:36]4)=[CH:16][C:17]=3[O:19][CH:20]3[CH2:25][CH2:24][O:23][CH2:22][CH2:21]3)[N:12]=[CH:11][N:10]=2)=[C:6]2[O:27][CH2:28][O:29][C:5]2=[CH:4][CH:3]=1. The catalyst class is: 270. (7) Reactant: [N+:1]([C:4]1[CH:5]=[C:6]([CH:16]=[CH:17][C:18]=1[N+:19]([O-])=O)[O:7][C:8]1[CH:13]=[CH:12][N:11]=[C:10]([S:14][CH3:15])[N:9]=1)([O-])=O. Product: [CH3:15][S:14][C:10]1[N:9]=[C:8]([O:7][C:6]2[CH:5]=[C:4]([NH2:1])[C:18]([NH2:19])=[CH:17][CH:16]=2)[CH:13]=[CH:12][N:11]=1. The catalyst class is: 19.